Dataset: Forward reaction prediction with 1.9M reactions from USPTO patents (1976-2016). Task: Predict the product of the given reaction. (1) Given the reactants [C:1]([C:3]1[CH:8]=[CH:7][CH:6]=[CH:5][C:4]=1[S:9]([O:12][C:13]1[C:21]([O:22][CH3:23])=[CH:20][C:19]([C:24]2[N:25]([C:35]([O:37][C:38]([CH3:41])([CH3:40])[CH3:39])=[O:36])[C:26]3[C:31]([CH:32]=2)=[CH:30][C:29]([CH:33]=O)=[CH:28][CH:27]=3)=[C:18]2[C:14]=1[CH2:15][NH:16][C:17]2=[O:42])(=[O:11])=[O:10])#[N:2].[NH:43]1[CH2:47][CH2:46][CH2:45][CH2:44]1.C(O)(=O)C.C(O[BH-](OC(=O)C)OC(=O)C)(=O)C.[Na+], predict the reaction product. The product is: [C:1]([C:3]1[CH:8]=[CH:7][CH:6]=[CH:5][C:4]=1[S:9]([O:12][C:13]1[C:21]([O:22][CH3:23])=[CH:20][C:19]([C:24]2[N:25]([C:35]([O:37][C:38]([CH3:41])([CH3:39])[CH3:40])=[O:36])[C:26]3[C:31]([CH:32]=2)=[CH:30][C:29]([CH2:33][N:43]2[CH2:47][CH2:46][CH2:45][CH2:44]2)=[CH:28][CH:27]=3)=[C:18]2[C:14]=1[CH2:15][NH:16][C:17]2=[O:42])(=[O:11])=[O:10])#[N:2]. (2) Given the reactants Cl[C:2]1[C:11]([N+:12]([O-:14])=[O:13])=[CH:10][C:5]([C:6]([O:8][CH3:9])=[O:7])=[C:4]([CH3:15])[CH:3]=1.C(=O)([O-])[O-].[K+].[K+].[SH:22][CH:23]([CH3:29])[C:24]([O:26][CH2:27][CH3:28])=[O:25].[Cl-].[Na+], predict the reaction product. The product is: [CH2:27]([O:26][C:24](=[O:25])[CH:23]([S:22][C:2]1[C:11]([N+:12]([O-:14])=[O:13])=[CH:10][C:5]([C:6]([O:8][CH3:9])=[O:7])=[C:4]([CH3:15])[CH:3]=1)[CH3:29])[CH3:28]. (3) The product is: [C:8]([C:12]1[CH:21]=[CH:20][C:15]([CH2:16][NH:17][C:18]([NH:1][C:2]2[CH:7]=[CH:6][CH:5]=[CH:4][N:3]=2)=[S:19])=[CH:14][CH:13]=1)([CH3:11])([CH3:9])[CH3:10]. Given the reactants [NH2:1][C:2]1[CH:7]=[CH:6][CH:5]=[CH:4][N:3]=1.[C:8]([C:12]1[CH:21]=[CH:20][C:15]([CH2:16][N:17]=[C:18]=[S:19])=[CH:14][CH:13]=1)([CH3:11])([CH3:10])[CH3:9].C(N(CC)CC)C, predict the reaction product. (4) Given the reactants [OH:1][C:2]1[CH:22]=[CH:21][C:5]2[N:6]=[C:7]([NH:9][C:10]([C:12]3[CH:20]=[CH:19][C:15]([C:16](O)=[O:17])=[CH:14][CH:13]=3)=[O:11])[S:8][C:4]=2[CH:3]=1.[CH2:23]([NH2:26])[C:24]#[CH:25].CN(C(ON1N=NC2C=CC=NC1=2)=[N+](C)C)C.F[P-](F)(F)(F)(F)F.C(N(CC)CC)C, predict the reaction product. The product is: [OH:1][C:2]1[CH:22]=[CH:21][C:5]2[N:6]=[C:7]([NH:9][C:10](=[O:11])[C:12]3[CH:13]=[CH:14][C:15]([C:16]([NH:26][CH2:23][C:24]#[CH:25])=[O:17])=[CH:19][CH:20]=3)[S:8][C:4]=2[CH:3]=1. (5) Given the reactants C(O[C:4](=[O:24])[CH2:5][CH:6]([C:13]1[CH:21]=[CH:20][C:19]([O:22][CH3:23])=[C:18]2[C:14]=1[CH:15]=[N:16][NH:17]2)[C:7]1[CH:12]=[CH:11][CH:10]=[CH:9][CH:8]=1)C.C(OC(=O)C=C(C1C=CC=C2C=1C(C#N)=[CH:40][NH:41]2)C1C=CC=CC=1)C, predict the reaction product. The product is: [CH3:23][O:22][C:19]1[CH:20]=[CH:21][C:13]([CH:6]([C:7]2[CH:8]=[CH:9][CH:10]=[CH:11][CH:12]=2)[CH2:5][C:4]([NH:41][CH3:40])=[O:24])=[C:14]2[C:18]=1[NH:17][N:16]=[CH:15]2. (6) Given the reactants [Cl:1][C:2]1[CH:15]=[CH:14][C:5]([CH2:6][NH:7][C:8](=[O:13])[C:9]([CH3:12])([CH3:11])[CH3:10])=[C:4]([F:16])[C:3]=1[N:17]1[C:21](=[O:22])[NH:20][C:19]([C:23]2[CH:28]=[CH:27][C:26](I)=[CH:25][CH:24]=2)=[N:18]1.[C:30]([CH:32]1[CH2:34][CH2:33]1)#[CH:31].CCCC[N+](CCCC)(CCCC)CCCC.[F-], predict the reaction product. The product is: [Cl:1][C:2]1[CH:15]=[CH:14][C:5]([CH2:6][NH:7][C:8](=[O:13])[C:9]([CH3:12])([CH3:11])[CH3:10])=[C:4]([F:16])[C:3]=1[N:17]1[C:21](=[O:22])[NH:20][C:19]([C:23]2[CH:28]=[CH:27][C:26]([C:31]#[C:30][CH:32]3[CH2:34][CH2:33]3)=[CH:25][CH:24]=2)=[N:18]1. (7) Given the reactants [CH:1]1([NH:4][C:5](=[O:31])[C:6]2[CH:11]=[C:10]([F:12])[C:9]([CH3:13])=[C:8]([C:14]3[CH:15]=[C:16]4[C:21](=[CH:22][CH:23]=3)[C:20](=[O:24])[N:19]([CH2:25][CH:26]3[CH2:28][CH2:27]3)[CH:18]=[C:17]4[CH:29]=O)[CH:7]=2)[CH2:3][CH2:2]1.[CH3:32][N:33]([CH:41]1[CH2:46][CH2:45][NH:44][CH2:43][CH2:42]1)C(=O)OC(C)(C)C.C(O[BH-](OC(=O)C)OC(=O)C)(=O)C.[Na+], predict the reaction product. The product is: [CH:1]1([NH:4][C:5](=[O:31])[C:6]2[CH:11]=[C:10]([F:12])[C:9]([CH3:13])=[C:8]([C:14]3[CH:15]=[C:16]4[C:21](=[CH:22][CH:23]=3)[C:20](=[O:24])[N:19]([CH2:25][CH:26]3[CH2:27][CH2:28]3)[CH:18]=[C:17]4[CH2:29][N:44]3[CH2:45][CH2:46][CH:41]([NH:33][CH3:32])[CH2:42][CH2:43]3)[CH:7]=2)[CH2:3][CH2:2]1.